The task is: Predict the reactants needed to synthesize the given product.. This data is from Full USPTO retrosynthesis dataset with 1.9M reactions from patents (1976-2016). (1) Given the product [F:8][C:6]1[CH:5]=[C:4]([C:9]2[C:10]([CH:19]([NH:21][C:23]3[N:31]=[CH:30][N:29]=[C:28]4[C:24]=3[N:25]=[CH:26][NH:27]4)[CH3:20])=[CH:11][CH:12]=[C:13]3[C:18]=2[N:17]=[CH:16][CH:15]=[CH:14]3)[CH:3]=[C:2]([F:1])[CH:7]=1, predict the reactants needed to synthesize it. The reactants are: [F:1][C:2]1[CH:3]=[C:4]([C:9]2[C:10]([CH:19]([NH2:21])[CH3:20])=[CH:11][CH:12]=[C:13]3[C:18]=2[N:17]=[CH:16][CH:15]=[CH:14]3)[CH:5]=[C:6]([F:8])[CH:7]=1.Cl[C:23]1[N:31]=[CH:30][N:29]=[C:28]2[C:24]=1[N:25]=[CH:26][NH:27]2.CCN(C(C)C)C(C)C.C([O-])([O-])=O.[K+].[K+]. (2) Given the product [CH3:16][C:13]1[CH:14]=[CH:15][C:9]2[N+:8]([O-:17])=[N:7][C:6]([NH:1][CH2:2][CH2:3][OH:4])=[N:11][C:10]=2[CH:12]=1, predict the reactants needed to synthesize it. The reactants are: [NH2:1][CH2:2][CH2:3][OH:4].Cl[C:6]1[N:7]=[N+:8]([O-:17])[C:9]2[CH:15]=[CH:14][C:13]([CH3:16])=[CH:12][C:10]=2[N:11]=1. (3) Given the product [Cl:26][C:27]1[CH:32]=[CH:31][CH:30]=[CH:29][C:28]=1[CH2:33][C:34]1[N:35]=[C:22]([CH2:21][N:10]2[C:11](=[O:20])[N:12]([CH2:13][C@H:14]([OH:19])[C:15]([F:16])([F:18])[F:17])[C:8]([C:5]3[CH:6]=[CH:7][C:2]([Cl:1])=[CH:3][CH:4]=3)=[N:9]2)[O:24][N:36]=1, predict the reactants needed to synthesize it. The reactants are: [Cl:1][C:2]1[CH:7]=[CH:6][C:5]([C:8]2[N:12]([CH2:13][C@H:14]([OH:19])[C:15]([F:18])([F:17])[F:16])[C:11](=[O:20])[N:10]([CH2:21][C:22]([O:24]C)=O)[N:9]=2)=[CH:4][CH:3]=1.[Cl:26][C:27]1[CH:32]=[CH:31][CH:30]=[CH:29][C:28]=1[CH2:33]/[C:34](=[N:36]/O)/[NH2:35].C(=O)([O-])[O-].[K+].[K+].O. (4) Given the product [OH:29][CH2:30][CH2:31][NH:32][CH2:13][CH:1]1[CH2:2][CH2:3][CH2:4][CH2:5][CH2:6][CH2:7][CH2:8][CH2:9][CH2:10][CH2:11][CH2:12]1, predict the reactants needed to synthesize it. The reactants are: [CH:1]1([CH2:13]O)[CH2:12][CH2:11][CH2:10][CH2:9][CH2:8][CH2:7][CH2:6][CH2:5][CH2:4][CH2:3][CH2:2]1.C1(CBr)CCCCCCCCCCC1.[OH:29][CH2:30][CH2:31][NH2:32].